This data is from Forward reaction prediction with 1.9M reactions from USPTO patents (1976-2016). The task is: Predict the product of the given reaction. (1) The product is: [CH3:1][C:2]1[N:7]=[CH:6][C:5]([C:8]2([CH:14]([NH2:20])[CH3:15])[CH2:13][CH2:12][O:11][CH2:10][CH2:9]2)=[CH:4][N:3]=1. Given the reactants [CH3:1][C:2]1[N:7]=[CH:6][C:5]([C:8]2([C:14](=O)[CH3:15])[CH2:13][CH2:12][O:11][CH2:10][CH2:9]2)=[CH:4][N:3]=1.N.[BH3-]C#[N:20].[Na+], predict the reaction product. (2) The product is: [NH2:5][C:8]1[C:9]([CH2:2][CH3:1])=[C:10]2[C:14](=[CH:15][CH:16]=1)[NH:13][CH:12]=[CH:11]2. Given the reactants [CH3:1][CH2:2][Mg+].[Br-].[N+:5]([C:8]1[CH:9]=[C:10]2[C:14](=[CH:15][CH:16]=1)[NH:13][CH:12]=[CH:11]2)([O-])=O, predict the reaction product.